Regression. Given two drug SMILES strings and cell line genomic features, predict the synergy score measuring deviation from expected non-interaction effect. From a dataset of NCI-60 drug combinations with 297,098 pairs across 59 cell lines. Drug 1: CC1C(C(CC(O1)OC2CC(OC(C2O)C)OC3=CC4=CC5=C(C(=O)C(C(C5)C(C(=O)C(C(C)O)O)OC)OC6CC(C(C(O6)C)O)OC7CC(C(C(O7)C)O)OC8CC(C(C(O8)C)O)(C)O)C(=C4C(=C3C)O)O)O)O. Drug 2: C1C(C(OC1N2C=NC3=C2NC=NCC3O)CO)O. Cell line: HCC-2998. Synergy scores: CSS=30.9, Synergy_ZIP=-2.08, Synergy_Bliss=-6.11, Synergy_Loewe=-26.4, Synergy_HSA=-3.53.